From a dataset of Reaction yield outcomes from USPTO patents with 853,638 reactions. Predict the reaction yield, written as a fraction of the theoretical maximum amount of product (1.0 means a 100% yield; for example, 0.34 means a 34% yield). (1) The reactants are [Si:1]([O:8][C:9]([CH3:18])([CH3:17])[CH2:10][N:11]1[CH:15]=[C:14](I)[N:13]=[CH:12]1)([C:4]([CH3:7])([CH3:6])[CH3:5])([CH3:3])[CH3:2].C([Mg]Br)C.[CH3:23][Sn:24](Cl)([CH3:26])[CH3:25]. The catalyst is C(Cl)Cl. The product is [Si:1]([O:8][C:9]([CH3:18])([CH3:17])[CH2:10][N:11]1[CH:15]=[C:14]([Sn:24]([CH3:26])([CH3:25])[CH3:23])[N:13]=[CH:12]1)([C:4]([CH3:7])([CH3:6])[CH3:5])([CH3:3])[CH3:2]. The yield is 0.740. (2) The reactants are [CH3:1][O:2][C:3]([C:5]1[C:13]([NH:14][C:15]2[CH:20]=[CH:19][CH:18]=[CH:17][C:16]=2[CH3:21])=[C:12]([F:22])[C:8]2[NH:9][CH:10]=[N:11][C:7]=2[CH:6]=1)=[O:4].CO.C1C(=O)N([I:32])C(=O)C1.CC1C=CC(S(O)(=O)=O)=CC=1.O. The catalyst is C1COCC1.C(Cl)Cl. The product is [CH3:1][O:2][C:3]([C:5]1[C:13]([NH:14][C:15]2[CH:20]=[CH:19][C:18]([I:32])=[CH:17][C:16]=2[CH3:21])=[C:12]([F:22])[C:8]2[NH:9][CH:10]=[N:11][C:7]=2[CH:6]=1)=[O:4]. The yield is 0.690. (3) The reactants are [H-].[H-].[H-].[H-].[Li+].[Al+3].[F:7][C:8]1([F:20])[O:12][C:11]2[CH:13]=[CH:14][C:15]([C:17](O)=[O:18])=[CH:16][C:10]=2[O:9]1.O.[OH-].[Na+]. The catalyst is C1COCC1. The product is [F:20][C:8]1([F:7])[O:12][C:11]2[CH:13]=[CH:14][C:15]([CH2:17][OH:18])=[CH:16][C:10]=2[O:9]1. The yield is 0.913. (4) The reactants are I([O-])(=O)(=O)=O.[Na+].[CH3:7][C:8]1[CH:9]=[C:10]([OH:23])[CH:11]=[CH:12][C:13]=1[B:14]1[O:18]C(C)(C)C(C)(C)[O:15]1.C([O-])(=O)C.[NH4+]. The catalyst is CC(C)=O.O. The product is [OH:23][C:10]1[CH:11]=[CH:12][C:13]([B:14]([OH:18])[OH:15])=[C:8]([CH3:7])[CH:9]=1. The yield is 0.490. (5) The reactants are COC1C=C(OC)C=CC=1C[N:6]1[C:11](=[O:12])[C:10]2[CH:13]=[C:14]([CH2:16][CH3:17])[S:15][C:9]=2[NH:8][C:7]1=[O:18].[F:25][C:26]1[CH:27]=[C:28]([C:35]2[C:36]([C:41]#[N:42])=[CH:37][CH:38]=[CH:39][CH:40]=2)[CH:29]=[C:30]([F:34])[C:31]=1[CH2:32]O.N(C(N1CCCCC1)=O)=NC(N1CCCCC1)=O.C(P(CCCC)CCCC)CCC. The catalyst is C(OCC)(=O)C.O1CCCC1. The product is [CH2:16]([C:14]1[S:15][C:9]2[N:8]([CH2:32][C:31]3[C:26]([F:25])=[CH:27][C:28]([C:35]4[C:36]([C:41]#[N:42])=[CH:37][CH:38]=[CH:39][CH:40]=4)=[CH:29][C:30]=3[F:34])[C:7](=[O:18])[NH:6][C:11](=[O:12])[C:10]=2[CH:13]=1)[CH3:17]. The yield is 0.760.